Dataset: Catalyst prediction with 721,799 reactions and 888 catalyst types from USPTO. Task: Predict which catalyst facilitates the given reaction. (1) Reactant: [Cl:1][C:2]1[C:3]([OH:19])=[C:4]2[C:9](=[CH:10][CH:11]=1)[O:8][CH:7]([C:12]([F:15])([F:14])[F:13])[C:6]([C:16]([OH:18])=[O:17])=[CH:5]2.C(=O)([O-])[O-].[Cs+].[Cs+].[CH2:26](Br)[CH3:27].[C:29](OCC)(=O)[CH3:30]. Product: [Cl:1][C:2]1[C:3]([O:19][CH2:26][CH3:27])=[C:4]2[C:9](=[CH:10][CH:11]=1)[O:8][CH:7]([C:12]([F:15])([F:13])[F:14])[C:6]([C:16]([O:18][CH2:29][CH3:30])=[O:17])=[CH:5]2. The catalyst class is: 3. (2) Reactant: [CH3:1][O:2][C:3]1[C:12]([O:13][CH3:14])=[CH:11][C:10]2[N:9]=[CH:8][N:7]=[C:6]([NH:15][C:16]3[CH:21]=[CH:20][CH:19]=[CH:18][CH:17]=3)[C:5]=2[C:4]=1[NH2:22].[C:23](N1C=CN=C1)(N1C=CN=C1)=[O:24]. Product: [CH3:14][O:13][C:12]1[CH:11]=[C:10]2[C:5]3[C:6]([N:15]([C:16]4[CH:17]=[CH:18][CH:19]=[CH:20][CH:21]=4)[C:23](=[O:24])[NH:22][C:4]=3[C:3]=1[O:2][CH3:1])=[N:7][CH:8]=[N:9]2. The catalyst class is: 26. (3) Reactant: C(O)(C(F)(F)F)=O.[C:8]([C:16]1[CH:21]=[CH:20][CH:19]=[CH:18][C:17]=1[NH:22][C:23]([C@@H:25]1[N:33]([C:34](=[O:53])[C@@H:35]([NH:39][C:40](=[O:52])[C@@H:41]([N:43](C)[C:44](=O)OC(C)(C)C)[CH3:42])[CH:36]([CH3:38])[CH3:37])[C:28]2=[N:29][CH:30]=[CH:31][CH:32]=[C:27]2[CH2:26]1)=[O:24])(=[O:15])[C:9]1[CH:14]=[CH:13][CH:12]=[CH:11][CH:10]=1. Product: [C:8]([C:16]1[CH:21]=[CH:20][CH:19]=[CH:18][C:17]=1[NH:22][C:23]([C@@H:25]1[N:33]([C:34](=[O:53])[C@@H:35]([NH:39][C:40](=[O:52])[C@@H:41]([NH:43][CH3:44])[CH3:42])[CH:36]([CH3:38])[CH3:37])[C:28]2=[N:29][CH:30]=[CH:31][CH:32]=[C:27]2[CH2:26]1)=[O:24])(=[O:15])[C:9]1[CH:14]=[CH:13][CH:12]=[CH:11][CH:10]=1. The catalyst class is: 2. (4) Reactant: C([O:3][C:4]([C:6]1([NH:11][C:12]([CH:14]2[CH2:18][CH:17]([NH2:19])[CH2:16][N:15]2[C:20](=[O:40])[NH:21][CH:22]([C:27](=[O:39])[NH:28][CH:29]2[C:37]3[C:32](=[CH:33][CH:34]=[CH:35][CH:36]=3)[CH2:31][CH:30]2[OH:38])[C:23]([CH3:26])([CH3:25])[CH3:24])=[O:13])[CH2:8][CH:7]1[CH:9]=[CH2:10])=[O:5])C.CCN(C(C)C)C(C)C.Cl.[C:51](Cl)(=[O:58])[C:52]1[CH:57]=[CH:56][CH:55]=[N:54][CH:53]=1.C(O)C(N)(CO)CO.[Li+].[OH-]. Product: [OH:38][CH:30]1[CH2:31][C:32]2[C:37](=[CH:36][CH:35]=[CH:34][CH:33]=2)[CH:29]1[NH:28][C:27]([CH:22]([NH:21][C:20]([N:15]1[CH2:16][CH:17]([NH:19][C:51]([C:52]2[CH:53]=[N:54][CH:55]=[CH:56][CH:57]=2)=[O:58])[CH2:18][CH:14]1[C:12]([NH:11][C:6]1([C:4]([OH:3])=[O:5])[CH2:8][CH:7]1[CH:9]=[CH2:10])=[O:13])=[O:40])[C:23]([CH3:26])([CH3:24])[CH3:25])=[O:39]. The catalyst class is: 322. (5) Reactant: C(OC(=O)[NH:7][C:8]1[CH:13]=[CH:12][N:11]([CH2:14][CH2:15][CH2:16][CH2:17][N:18]2[CH:22]=[C:21]([C:23](=[O:37])[NH:24][CH2:25][C:26]3[CH:31]=[CH:30][CH:29]=[C:28]([O:32][C:33]([F:36])([F:35])[F:34])[CH:27]=3)[N:20]=[N:19]2)[C:10](=[O:38])[CH:9]=1)(C)(C)C.C(O)(C(F)(F)F)=O. Product: [NH2:7][C:8]1[CH:13]=[CH:12][N:11]([CH2:14][CH2:15][CH2:16][CH2:17][N:18]2[CH:22]=[C:21]([C:23]([NH:24][CH2:25][C:26]3[CH:31]=[CH:30][CH:29]=[C:28]([O:32][C:33]([F:35])([F:36])[F:34])[CH:27]=3)=[O:37])[N:20]=[N:19]2)[C:10](=[O:38])[CH:9]=1. The catalyst class is: 2. (6) Reactant: [CH2:1]([O:3][C:4]([N:6]1[CH2:11][CH2:10][N:9]([C:12]([CH2:14][C:15]2[C:24]([C:25]([NH:27][CH2:28][C:29]([O:31]CC)=[O:30])=[O:26])=[C:23]([O:34][CH3:35])[C:22]3[C:17](=[CH:18][CH:19]=[CH:20][CH:21]=3)[N:16]=2)=[O:13])[CH2:8][CH2:7]1)=[O:5])[CH3:2].[Li+].[OH-].OS([O-])(=O)=O.[Na+]. Product: [CH2:1]([O:3][C:4]([N:6]1[CH2:7][CH2:8][N:9]([C:12]([CH2:14][C:15]2[C:24]([C:25]([NH:27][CH2:28][C:29]([OH:31])=[O:30])=[O:26])=[C:23]([O:34][CH3:35])[C:22]3[C:17](=[CH:18][CH:19]=[CH:20][CH:21]=3)[N:16]=2)=[O:13])[CH2:10][CH2:11]1)=[O:5])[CH3:2]. The catalyst class is: 40. (7) Reactant: CN(C(ON1N=NC2C=CC=NC1=2)=[N+](C)C)C.F[P-](F)(F)(F)(F)F.[F:25][C:26]1[CH:27]=[C:28]([NH:37][C:38]([C@H:40]2[C:49]3[C:44](=[CH:45][C:46]([O:50][CH3:51])=[CH:47][CH:48]=3)[CH2:43][CH2:42][NH:41]2)=[O:39])[CH:29]=[C:30]([F:36])[C:31]=1[Si:32]([CH3:35])([CH3:34])[CH3:33].[C@@H:52]1([C:58](O)=[O:59])[CH2:54][C@H:53]1[C:55]([OH:57])=[O:56].CCN(C(C)C)C(C)C. Product: [F:25][C:26]1[CH:27]=[C:28]([NH:37][C:38]([C@H:40]2[C:49]3[C:44](=[CH:45][C:46]([O:50][CH3:51])=[CH:47][CH:48]=3)[CH2:43][CH2:42][N:41]2[C:58]([C@@H:52]2[CH2:54][C@H:53]2[C:55]([OH:57])=[O:56])=[O:59])=[O:39])[CH:29]=[C:30]([F:36])[C:31]=1[Si:32]([CH3:33])([CH3:35])[CH3:34]. The catalyst class is: 18.